This data is from Full USPTO retrosynthesis dataset with 1.9M reactions from patents (1976-2016). The task is: Predict the reactants needed to synthesize the given product. (1) Given the product [O-:25][S:22]([C:21]([F:27])([F:26])[F:20])(=[O:24])=[O:23].[CH:1]1([C:4]2[S+:12]([C:13]([F:16])([F:14])[F:15])[C:7]3[CH:8]=[CH:9][CH:10]=[CH:11][C:6]=3[CH:5]=2)[CH2:3][CH2:2]1, predict the reactants needed to synthesize it. The reactants are: [CH:1]1([C:4]#[C:5][C:6]2[CH:11]=[CH:10][CH:9]=[CH:8][C:7]=2[S:12][C:13]([F:16])([F:15])[F:14])[CH2:3][CH2:2]1.C(Cl)Cl.[F:20][C:21]([F:27])([F:26])[S:22]([OH:25])(=[O:24])=[O:23].CCOCC. (2) The reactants are: C([O:8][N:9]1[C:14]2[N:15]=[CH:16][N:17]=[C:18]([CH3:19])[C:13]=2[C:12]([NH:20][CH2:21][C:22]2[C:23]([O:28][CH2:29][C:30]([F:33])([F:32])[F:31])=[N:24][CH:25]=[CH:26][CH:27]=2)=[CH:11][C:10]1=[O:34])C1C=CC=CC=1.CO.[H][H]. Given the product [OH:8][N:9]1[C:14]2[N:15]=[CH:16][N:17]=[C:18]([CH3:19])[C:13]=2[C:12]([NH:20][CH2:21][C:22]2[C:23]([O:28][CH2:29][C:30]([F:33])([F:32])[F:31])=[N:24][CH:25]=[CH:26][CH:27]=2)=[CH:11][C:10]1=[O:34], predict the reactants needed to synthesize it. (3) Given the product [F:16][C:14]1[CH:15]=[C:7]([C:3]([CH3:5])=[CH2:4])[C:8]2[CH:9]=[C:10]3[CH:19]([CH2:20][C:21]([O:23][CH3:24])=[O:22])[CH2:18][CH2:17][N:11]3[C:12]=2[CH:13]=1, predict the reactants needed to synthesize it. The reactants are: Br[Mg][C:3]([CH3:5])=[CH2:4].Br[C:7]1[C:8]2[CH:9]=[C:10]3[CH:19]([CH2:20][C:21]([O:23][CH3:24])=[O:22])[CH2:18][CH2:17][N:11]3[C:12]=2[CH:13]=[C:14]([F:16])[CH:15]=1.Cl. (4) Given the product [CH3:9][O:8][C:5]1[CH:6]=[CH:7][C:2]2[N:1]=[C:29]([CH3:30])[O:28][C:3]=2[C:4]=1[CH:10]1[N:15]([CH2:16][C:17]2[CH:26]=[CH:25][C:24]3[C:19](=[CH:20][CH:21]=[CH:22][CH:23]=3)[N:18]=2)[C:14](=[O:27])[CH2:13][CH2:12][CH2:11]1, predict the reactants needed to synthesize it. The reactants are: [NH2:1][C:2]1[C:3]([OH:28])=[C:4]([CH:10]2[N:15]([CH2:16][C:17]3[CH:26]=[CH:25][C:24]4[C:19](=[CH:20][CH:21]=[CH:22][CH:23]=4)[N:18]=3)[C:14](=[O:27])[CH2:13][CH2:12][CH2:11]2)[C:5]([O:8][CH3:9])=[CH:6][CH:7]=1.[CH3:29][C:30]1C=CC(S(O)(=O)=O)=CC=1.C(OCC)(OCC)(OCC)C. (5) Given the product [C:6]([O:10][C:11](=[O:18])[CH:12]([CH2:16][S:3][C:1](=[O:4])[CH3:2])[CH:13]([CH3:14])[CH3:15])([CH3:9])([CH3:8])[CH3:7], predict the reactants needed to synthesize it. The reactants are: [C:1]([O-:4])(=[S:3])[CH3:2].[K+].[C:6]([O:10][C:11](=[O:18])[CH:12]([CH2:16]Br)[CH:13]([CH3:15])[CH3:14])([CH3:9])([CH3:8])[CH3:7].O. (6) Given the product [CH:5]1([C:23]2[NH:11][C:26]([C:25]3[CH:39]=[CH:37][N:36]=[CH:40][CH:42]=3)=[CH:21][C:22]=2[C:46]([NH2:44])=[O:47])[CH2:4][CH2:3][CH2:2][CH2:1][CH2:6]1, predict the reactants needed to synthesize it. The reactants are: [CH:1]1[CH:2]=[CH:3][C:4]2N(O)N=N[C:5]=2[CH:6]=1.[NH3:11].CN(C(ON1N=N[C:22]2[CH:23]=C[CH:25]=[CH:26][C:21]1=2)=[N+](C)C)C.[B-](F)(F)(F)F.CC[N:36]([CH:40]([CH3:42])C)[CH:37]([CH3:39])C.C[N:44]([CH:46]=[O:47])C. (7) The reactants are: C(OC(=O)[N:7]([CH:20]1[CH2:23][N:22]([S:24]([C:27]2[CH:32]=[CH:31][C:30]([O:33][CH2:34][CH2:35][CH2:36][CH3:37])=[CH:29][CH:28]=2)(=[O:26])=[O:25])[CH2:21]1)[CH2:8][C@H:9]([OH:19])[CH2:10][O:11][C:12]1[CH:17]=[CH:16][C:15]([OH:18])=[CH:14][CH:13]=1)(C)(C)C.FC(F)(F)C(O)=O. Given the product [CH2:34]([O:33][C:30]1[CH:29]=[CH:28][C:27]([S:24]([N:22]2[CH2:21][CH:20]([NH:7][CH2:8][C@H:9]([OH:19])[CH2:10][O:11][C:12]3[CH:13]=[CH:14][C:15]([OH:18])=[CH:16][CH:17]=3)[CH2:23]2)(=[O:25])=[O:26])=[CH:32][CH:31]=1)[CH2:35][CH2:36][CH3:37], predict the reactants needed to synthesize it.